This data is from Reaction yield outcomes from USPTO patents with 853,638 reactions. The task is: Predict the reaction yield, written as a fraction of the theoretical maximum amount of product (1.0 means a 100% yield; for example, 0.34 means a 34% yield). (1) The product is [F:1][C:2]1[CH:7]=[CH:6][N:5]=[C:4]([NH:8][C:9](=[O:15])[O:10][C:11]([CH3:14])([CH3:12])[CH3:13])[C:3]=1[CH2:16][OH:17]. The reactants are [F:1][C:2]1[CH:7]=[CH:6][N:5]=[C:4]([NH:8][C:9](=[O:15])[O:10][C:11]([CH3:14])([CH3:13])[CH3:12])[C:3]=1[CH:16]=[O:17].[BH4-].[Na+]. The yield is 0.950. The catalyst is CO. (2) The reactants are [F:1][C:2]1[CH:3]=[C:4]([NH:23]C(=O)C)[CH:5]=[CH:6][C:7]=1[O:8][C:9]1[CH:14]=[CH:13][N:12]=[C:11]([NH:15][C:16]2[CH:21]=[CH:20][C:19]([F:22])=[CH:18][CH:17]=2)[CH:10]=1.Cl. The catalyst is CO. The product is [NH2:23][C:4]1[CH:5]=[CH:6][C:7]([O:8][C:9]2[CH:14]=[CH:13][N:12]=[C:11]([NH:15][C:16]3[CH:17]=[CH:18][C:19]([F:22])=[CH:20][CH:21]=3)[CH:10]=2)=[C:2]([F:1])[CH:3]=1. The yield is 0.880.